This data is from Forward reaction prediction with 1.9M reactions from USPTO patents (1976-2016). The task is: Predict the product of the given reaction. (1) Given the reactants [OH:1][C:2]1[CH:3]=[N:4][CH:5]=[CH:6][CH:7]=1.[O:8]1[C:12]2[CH:13]=[CH:14]C=CC=2N=C1, predict the reaction product. The product is: [O:8]1[CH2:12][CH:13]1[CH2:14][O:1][C:2]1[CH:3]=[N:4][CH:5]=[CH:6][CH:7]=1. (2) The product is: [C:15]([N:19]1[C:23]2=[N:24][C:25]([S:14][C:11]3[CH:12]=[CH:13][C:8]([F:7])=[CH:9][CH:10]=3)=[N:26][C:27]([NH:28][C:29]3[CH:33]=[C:32]([CH3:34])[NH:31][N:30]=3)=[C:22]2[CH:21]=[N:20]1)([CH3:18])([CH3:17])[CH3:16]. Given the reactants CC(C)([O-])C.[K+].[F:7][C:8]1[CH:13]=[CH:12][C:11]([SH:14])=[CH:10][CH:9]=1.[C:15]([N:19]1[C:23]2=[N:24][C:25](Cl)=[N:26][C:27]([NH:28][C:29]3[CH:33]=[C:32]([CH3:34])[NH:31][N:30]=3)=[C:22]2[CH:21]=[N:20]1)([CH3:18])([CH3:17])[CH3:16], predict the reaction product. (3) Given the reactants [CH2:1]([N:8]([CH2:20][CH2:21][OH:22])[C:9](=[O:19])[C:10]1[CH:15]=[CH:14][C:13]([F:16])=[C:12]([Br:17])[C:11]=1F)[C:2]1[CH:7]=[CH:6][CH:5]=[CH:4][CH:3]=1.[H-].[Na+], predict the reaction product. The product is: [CH2:1]([N:8]1[C:9](=[O:19])[C:10]2[CH:15]=[CH:14][C:13]([F:16])=[C:12]([Br:17])[C:11]=2[O:22][CH2:21][CH2:20]1)[C:2]1[CH:7]=[CH:6][CH:5]=[CH:4][CH:3]=1. (4) The product is: [CH3:21][O:20][C:18](=[O:19])[C:17]([OH:22])([C:16]([F:24])([F:23])[F:15])[C:6]1[C:5](=[O:7])[N:4]([C:8]2[CH:13]=[CH:12][C:11]([CH3:14])=[CH:10][CH:9]=2)[NH:3][C:2]=1[CH3:1]. Given the reactants [CH3:1][C:2]1[NH:3][N:4]([C:8]2[CH:13]=[CH:12][C:11]([CH3:14])=[CH:10][CH:9]=2)[C:5](=[O:7])[CH:6]=1.[F:15][C:16]([F:24])([F:23])[C:17](=[O:22])[C:18]([O:20][CH3:21])=[O:19], predict the reaction product. (5) Given the reactants [NH2:1][C:2]1[N:11]2[N:12]=[C:13]([CH2:15][N:16]3[CH2:25][C:24]4[N:23]=[CH:22][CH:21]=[CH:20][C:19]=4[CH2:18][CH2:17]3)[N:14]=[C:10]2[C:9]2[C:4](=[C:5]([OH:26])[CH:6]=[CH:7][CH:8]=2)[N:3]=1.C([O-])([O-])=O.[Cs+].[Cs+].S(C1C=CC(C)=CC=1)(O[CH2:37][CH2:38][F:39])(=O)=O, predict the reaction product. The product is: [N:23]1[C:24]2[CH2:25][N:16]([CH2:15][C:13]3[N:14]=[C:10]4[N:11]([C:2]([NH2:1])=[N:3][C:4]5[C:5]([O:26][CH2:37][CH2:38][F:39])=[CH:6][CH:7]=[CH:8][C:9]=54)[N:12]=3)[CH2:17][CH2:18][C:19]=2[CH:20]=[CH:21][CH:22]=1.